From a dataset of Forward reaction prediction with 1.9M reactions from USPTO patents (1976-2016). Predict the product of the given reaction. (1) Given the reactants [C:1]([N:8]1[CH2:14][CH2:13][CH2:12][C@@H:9]1[CH:10]=O)([O:3][C:4]([CH3:7])([CH3:6])[CH3:5])=[O:2].[CH2:15](S(C1SC2C=CC=CC=2N=1)(=O)=O)[CH3:16].C[Si]([N-][Si](C)(C)C)(C)C.[Li+], predict the reaction product. The product is: [C:4]([O:3][C:1]([N:8]1[CH2:14][CH2:13][CH2:12][C@@H:9]1/[CH:10]=[CH:15]/[CH3:16])=[O:2])([CH3:7])([CH3:6])[CH3:5]. (2) Given the reactants [Cl:1][C:2]1[CH:3]=[C:4]([CH:8]=[CH:9][C:10]=1[O:11][CH:12]([CH3:14])[CH3:13])[C:5]([OH:7])=O.CCN=C=NCCCN(C)C.C1C=CC2N(O)N=NC=2C=1.[Br:36][C:37]1[C:38]([CH2:47][CH3:48])=[C:39]([C:43](=[NH:46])[NH:44]O)[CH:40]=[CH:41][CH:42]=1.CCCC[N+](CCCC)(CCCC)CCCC.[F-], predict the reaction product. The product is: [Br:36][C:37]1[C:38]([CH2:47][CH3:48])=[C:39]([C:43]2[N:44]=[C:5]([C:4]3[CH:8]=[CH:9][C:10]([O:11][CH:12]([CH3:14])[CH3:13])=[C:2]([Cl:1])[CH:3]=3)[O:7][N:46]=2)[CH:40]=[CH:41][CH:42]=1. (3) Given the reactants [NH2:1][CH2:2][C:3]1[CH:4]=[C:5]([C:9]2[N:17]3[C:12]([C:13]([NH2:18])=[N:14][CH:15]=[N:16]3)=[C:11]([C:19]3[CH:20]=[CH:21][C:22]4[C:26]([CH:27]=3)=[N:25][N:24]([CH2:28][C:29]3[CH:34]=[CH:33][CH:32]=[CH:31][CH:30]=3)[CH:23]=4)[CH:10]=2)[CH:6]=[CH:7][CH:8]=1.[C:35]1(=O)[CH2:41][CH2:40][CH2:39][CH2:38][CH2:37][CH2:36]1, predict the reaction product. The product is: [CH2:28]([N:24]1[CH:23]=[C:22]2[C:26]([CH:27]=[C:19]([C:11]3[CH:10]=[C:9]([C:5]4[CH:6]=[CH:7][CH:8]=[C:3]([CH2:2][NH:1][CH:35]5[CH2:41][CH2:40][CH2:39][CH2:38][CH2:37][CH2:36]5)[CH:4]=4)[N:17]4[C:12]=3[C:13]([NH2:18])=[N:14][CH:15]=[N:16]4)[CH:20]=[CH:21]2)=[N:25]1)[C:29]1[CH:34]=[CH:33][CH:32]=[CH:31][CH:30]=1.